This data is from Catalyst prediction with 721,799 reactions and 888 catalyst types from USPTO. The task is: Predict which catalyst facilitates the given reaction. (1) Reactant: [Br:1][C:2]1[CH:3]=[C:4]([S:8](Cl)(=[O:10])=[O:9])[CH:5]=[CH:6][CH:7]=1.[CH:12]1([NH2:18])[CH2:17][CH2:16][CH2:15][CH2:14][CH2:13]1.CCN(C(C)C)C(C)C.Cl. Product: [Br:1][C:2]1[CH:3]=[C:4]([S:8]([NH:18][CH:12]2[CH2:17][CH2:16][CH2:15][CH2:14][CH2:13]2)(=[O:10])=[O:9])[CH:5]=[CH:6][CH:7]=1. The catalyst class is: 2. (2) The catalyst class is: 63. Product: [CH:1]1([C:6]2[N:11]=[C:10]([C:12]([OH:14])=[O:13])[CH:9]=[CH:8][CH:7]=2)[CH2:2][CH2:3][CH2:4][CH2:5]1. Reactant: [C:1]1([C:6]2[N:11]=[C:10]([C:12]([OH:14])=[O:13])[CH:9]=[CH:8][CH:7]=2)[CH2:5][CH2:4][CH2:3][CH:2]=1.[H][H]. (3) Reactant: [CH3:1][O:2][C:3]1[CH:8]=[C:7]([CH3:9])[N:6]=[C:5]([N:10]2[CH2:14][CH2:13][C:12]3([CH2:19][CH2:18][CH2:17][N:16]([CH2:20][C:21]4[C:29]5[C:24](=[CH:25][CH:26]=[CH:27][CH:28]=5)[N:23](S(C5C=CC(C)=CC=5)(=O)=O)[CH:22]=4)[C:15]3=[O:40])[CH2:11]2)[N:4]=1.C(=O)([O-])[O-].[Cs+].[Cs+].CCOC(C)=O. Product: [NH:23]1[C:24]2[C:29](=[CH:28][CH:27]=[CH:26][CH:25]=2)[C:21]([CH2:20][N:16]2[CH2:17][CH2:18][CH2:19][C:12]3([CH2:11][N:10]([C:5]4[N:4]=[C:3]([O:2][CH3:1])[CH:8]=[C:7]([CH3:9])[N:6]=4)[CH2:14][CH2:13]3)[C:15]2=[O:40])=[CH:22]1. The catalyst class is: 5. (4) Reactant: F[C:2]1[C:11]([F:12])=[CH:10][CH:9]=[CH:8][C:3]=1[C:4]([O:6][CH3:7])=[O:5].[O:13]1[CH2:18][CH2:17][N:16]([CH2:19][CH2:20][NH2:21])[CH2:15][CH2:14]1. Product: [O:13]1[CH2:18][CH2:17][N:16]([CH2:19][CH2:20][NH:21][C:2]2[C:11]([F:12])=[CH:10][CH:9]=[CH:8][C:3]=2[C:4]([O:6][CH3:7])=[O:5])[CH2:15][CH2:14]1. The catalyst class is: 3. (5) Reactant: [C:1]([S:5]([C:8]1[C:9]2[S:16][CH:15]=[C:14]([CH:17]3[CH2:21][C@H:20]([OH:22])[C@H:19]([CH2:23][O:24][CH2:25][O:26][CH3:27])[CH2:18]3)[C:10]=2[N:11]=[CH:12][N:13]=1)(=[O:7])=[O:6])([CH3:4])([CH3:3])[CH3:2].[Si:28](OS(C(F)(F)F)(=O)=O)([C:31]([CH3:34])([CH3:33])[CH3:32])([CH3:30])[CH3:29].C(N(CC)CC)C. Product: [C:31]([Si:28]([O:22][C@H:20]1[CH2:21][C@@H:17]([C:14]2[C:10]3[N:11]=[CH:12][N:13]=[C:8]([S:5]([C:1]([CH3:4])([CH3:3])[CH3:2])(=[O:6])=[O:7])[C:9]=3[S:16][CH:15]=2)[CH2:18][C@H:19]1[CH2:23][O:24][CH2:25][O:26][CH3:27])([CH3:30])[CH3:29])([CH3:34])([CH3:33])[CH3:32]. The catalyst class is: 4. (6) Reactant: [Cl:1][C:2]1[C:7]([NH:8][S:9]([C:12]2[CH:17]=[CH:16][CH:15]=[C:14]([O:18][CH:19]([F:21])[F:20])[CH:13]=2)(=[O:11])=[O:10])=[CH:6][C:5](B2OC(C)(C)C(C)(C)O2)=[CH:4][N:3]=1.[NH2:31][C:32]1[S:33][C:34]2[CH:40]=[C:39](Br)[CH:38]=[CH:37][C:35]=2[N:36]=1.C(=O)([O-])[O-].[Na+].[Na+].O1CCOCC1. Product: [NH2:31][C:32]1[S:33][C:34]2[CH:40]=[C:39]([C:5]3[CH:6]=[C:7]([NH:8][S:9]([C:12]4[CH:17]=[CH:16][CH:15]=[C:14]([O:18][CH:19]([F:20])[F:21])[CH:13]=4)(=[O:10])=[O:11])[C:2]([Cl:1])=[N:3][CH:4]=3)[CH:38]=[CH:37][C:35]=2[N:36]=1. The catalyst class is: 257. (7) Reactant: [C:1]([N:4]1[C:12]2[C:7](=[CH:8][CH:9]=[C:10]([S:13](Cl)(=[O:15])=[O:14])[CH:11]=2)[C:6]([CH3:18])([CH3:17])[CH2:5]1)(=[O:3])[CH3:2].[CH3:19][NH2:20].O. Product: [C:1]([N:4]1[C:12]2[C:7](=[CH:8][CH:9]=[C:10]([S:13]([NH:20][CH3:19])(=[O:15])=[O:14])[CH:11]=2)[C:6]([CH3:18])([CH3:17])[CH2:5]1)(=[O:3])[CH3:2]. The catalyst class is: 429. (8) Reactant: Br[C:2]1[CH:31]=[CH:30][CH:29]=[CH:28][C:3]=1[O:4][CH2:5][CH2:6][NH:7][C:8]1[C:9]([C:22]2[CH:27]=[CH:26][CH:25]=[CH:24][CH:23]=2)=[N:10][C:11]2[C:16]([N:17]=1)=[CH:15][C:14]([C:18]([O:20][CH3:21])=[O:19])=[CH:13][CH:12]=2.C1C=CC(P(C2C(C3C(P(C4C=CC=CC=4)C4C=CC=CC=4)=CC=C4C=3C=CC=C4)=C3C(C=CC=C3)=CC=2)C2C=CC=CC=2)=CC=1.C([O-])([O-])=O.[Cs+].[Cs+]. Product: [O:4]1[CH2:5][CH2:6][N:7]([C:8]2[C:9]([C:22]3[CH:27]=[CH:26][CH:25]=[CH:24][CH:23]=3)=[N:10][C:11]3[C:16]([N:17]=2)=[CH:15][C:14]([C:18]([O:20][CH3:21])=[O:19])=[CH:13][CH:12]=3)[C:2]2[CH:31]=[CH:30][CH:29]=[CH:28][C:3]1=2. The catalyst class is: 102. (9) Reactant: [CH3:1][O:2][C:3](=[O:19])/[CH:4]=[CH:5]/[C:6]1[C:15]2[C:10](=[CH:11][CH:12]=[CH:13][CH:14]=2)[C:9]([C:16]([OH:18])=[O:17])=[CH:8][CH:7]=1. Product: [CH3:1][O:2][C:3](=[O:19])[CH2:4][CH2:5][C:6]1[C:15]2[C:10](=[CH:11][CH:12]=[CH:13][CH:14]=2)[C:9]([C:16]([OH:18])=[O:17])=[CH:8][CH:7]=1. The catalyst class is: 29. (10) Reactant: [Br:1][C:2]1[CH:3]=[C:4]([CH:15]=[CH:16][C:17]=1[CH3:18])[C:5]([NH:7][C:8]1[CH:13]=[CH:12][CH:11]=[CH:10][C:9]=1[OH:14])=O.C1(C)C=CC(S(O)(=O)=O)=CC=1. Product: [Br:1][C:2]1[CH:3]=[C:4]([C:5]2[O:14][C:9]3[CH:10]=[CH:11][CH:12]=[CH:13][C:8]=3[N:7]=2)[CH:15]=[CH:16][C:17]=1[CH3:18]. The catalyst class is: 11.